This data is from Experimentally validated miRNA-target interactions with 360,000+ pairs, plus equal number of negative samples. The task is: Binary Classification. Given a miRNA mature sequence and a target amino acid sequence, predict their likelihood of interaction. (1) The miRNA is hsa-miR-196a-5p with sequence UAGGUAGUUUCAUGUUGUUGGG. The protein sequence of the target gene is MAGMALARAWKQMSWFYYQYLLVTALYMLEPWERTVFNSMLVSIVGMALYTGYVFMPQHIMAILHYFEIVQ. Result: 1 (interaction). (2) The miRNA is mmu-miR-181a-5p with sequence AACAUUCAACGCUGUCGGUGAGU. The protein sequence of the target gene is MASLDDPGEVREGFLCPLCLKDLQSFYQLQSHYEEEHLEDRDVKGQIKNLVQKARKAKNKLLKREGDDRVEPGTQGYESFSYGGVDPYMWEPQELGAMRSHLSDFKKHRAARIDHYVVEVNKLIIRLEKLTAFDRTNTETSKIRAIEKSVVPWVNDQDVPFCPDCGNKFSIRNRRHHCRLCGSIMCKKCMELIGLPLAHKLTSASKDSLSTHTSPSQSPNSVHGSRRGSISSMSSVSSVLDEKDDDRIRCCTHCKDKLLKREQQMDEKEHTPDIVKLYEKLRLCMEKVDQKAPEYIRMAA.... Result: 1 (interaction). (3) The miRNA is hsa-miR-548p with sequence UAGCAAAAACUGCAGUUACUUU. The protein sequence of the target gene is MCERSLYRAGYVGSLLNLQSPDSFYFSNLRANGSQLAALPPISYPRSALPWATTPASCTPAQPATASAFGGFSQPYLTGSGPIGLQSPGAKDGPEDQVKFYTPDAPTASEERSRTRPPFAPESSLVHSALKGTKYDYAGVGRTAPGSATLLQGAPCASSFKEDTKGPLNLNMAVQVAGVASCLRSSLPDGLPWGAAPGRARKKRKPYTKQQIAELENEFLVNEFINRQKRKELSNRLNLSDQQVKIWFQNRRMKKKRVVQREQALALY. Result: 0 (no interaction). (4) The miRNA is hsa-let-7e-5p with sequence UGAGGUAGGAGGUUGUAUAGUU. The protein sequence of the target gene is MAQGQRKFQAHKPAKSKTAAAASEKNRGPRKGGRVIAPKKARVVQQQKLKKNLEVGIRKKIEHDVVMKASSSLPKKLALLKAPAKKKGAAAATSSKTPS. Result: 1 (interaction). (5) The miRNA is hsa-miR-4761-3p with sequence GAGGGCAUGCGCACUUUGUCC. The protein sequence of the target gene is MSDPITLNVGGKLYTTSLATLTSFPDSMLGAMFSGKMPTKRDSQGNCFIDRDGKVFRYILNFLRTSHLDLPEDFQEMGLLRREADFYQVQPLIEALQEKEVELSKAEKNAMLNITLKQRVQTVHFTVREAPQIYSLSSSSMEVFNANIFSTSCLFLKLLGSKLLYCSNGNLSSITSHLQDPNHLTLDWVANVEGLPEEEYTKQNLKRLWVVPANKQINSFQVFVEEVLKIALSDGFCIDSSHPHALDFMNNKIIRLIRYR. Result: 0 (no interaction).